This data is from Full USPTO retrosynthesis dataset with 1.9M reactions from patents (1976-2016). The task is: Predict the reactants needed to synthesize the given product. (1) Given the product [Cl:18][C:19]1[N:20]=[CH:21][C:22]([C:23]([NH:1][C:2]2[CH:10]=[CH:9][C:5]([C:6]([OH:8])=[O:7])=[CH:4][C:3]=2[OH:11])=[O:24])=[CH:26][CH:27]=1, predict the reactants needed to synthesize it. The reactants are: [NH2:1][C:2]1[CH:10]=[CH:9][C:5]([C:6]([OH:8])=[O:7])=[CH:4][C:3]=1[OH:11].N1C=CC=CC=1.[Cl:18][C:19]1[CH:27]=[CH:26][C:22]([C:23](Cl)=[O:24])=[CH:21][N:20]=1. (2) Given the product [Cl:29][C:30]1[CH:31]=[C:32]2[C:36](=[CH:37][CH:38]=1)[C@@H:35]([NH:39][C:40]1[N:45]=[CH:44][N:43]=[C:42]([O:46][C@@H:47]3[CH2:48][C@@H:49]([CH2:53][O:54][S:9]([NH:12][C:13](=[O:14])[O:15][C:16]([CH3:17])([CH3:18])[CH3:19])(=[O:10])=[O:11])[C@@H:50]([OH:52])[CH2:51]3)[CH:41]=1)[C@@H:34]([O:55][CH3:56])[CH2:33]2, predict the reactants needed to synthesize it. The reactants are: [N+]12([S:9]([N-:12][C:13]([O:15][C:16]([CH3:19])([CH3:18])[CH3:17])=[O:14])(=[O:11])=[O:10])CCN(CC1)CC2.N12CCN(CC1)CC2.Cl.[Cl:29][C:30]1[CH:31]=[C:32]2[C:36](=[CH:37][CH:38]=1)[C@@H:35]([NH:39][C:40]1[N:45]=[CH:44][N:43]=[C:42]([O:46][C@H:47]3[CH2:51][C@H:50]([OH:52])[C@H:49]([CH2:53][OH:54])[CH2:48]3)[CH:41]=1)[C@@H:34]([O:55][CH3:56])[CH2:33]2.O. (3) Given the product [F:12][C:6]1[CH:7]=[C:8]([F:11])[CH:9]=[CH:10][C:5]=1[C:3]1[N:35]=[C:34]([N:31]2[CH2:32][CH2:33][N:28]([CH:25]([CH3:27])[CH3:26])[CH2:29][CH2:30]2)[S:36][C:2]=1[C:13]1[CH:14]=[CH:15][C:16]2[N:17]([C:19]([CH:22]([CH3:24])[CH3:23])=[N:20][N:21]=2)[N:18]=1, predict the reactants needed to synthesize it. The reactants are: Br[CH:2]([C:13]1[CH:14]=[CH:15][C:16]2[N:17]([C:19]([CH:22]([CH3:24])[CH3:23])=[N:20][N:21]=2)[N:18]=1)[C:3]([C:5]1[CH:10]=[CH:9][C:8]([F:11])=[CH:7][C:6]=1[F:12])=O.[CH:25]([N:28]1[CH2:33][CH2:32][N:31]([C:34](=[S:36])[NH2:35])[CH2:30][CH2:29]1)([CH3:27])[CH3:26]. (4) Given the product [O:1]=[C:2]1[C:7]2[CH:8]=[CH:9][CH:10]=[CH:11][C:6]=2[S:5][C:4]([C:12]2[N:17]=[CH:16][CH:15]=[C:14]([CH2:18][CH2:19][C:20]([NH2:33])=[O:22])[CH:13]=2)=[N:3]1, predict the reactants needed to synthesize it. The reactants are: [O:1]=[C:2]1[C:7]2[CH:8]=[CH:9][CH:10]=[CH:11][C:6]=2[S:5][C:4]([C:12]2[N:17]=[CH:16][CH:15]=[C:14]([CH2:18][CH2:19][C:20]([OH:22])=O)[CH:13]=2)=[N:3]1.ClC(OCC(C)C)=O.C([N:33](CC)CC)C.[NH4+]. (5) Given the product [CH:21]([N:16]1[C:15]([C:13]2[N:14]=[C:10]3[N:11]([CH2:24][CH2:25][O:26][C:2]4[CH:7]=[C:6]([O:8][CH3:9])[N:5]=[CH:4][C:3]=43)[CH:12]=2)=[N:19][C:18]([CH3:20])=[N:17]1)([CH3:23])[CH3:22], predict the reactants needed to synthesize it. The reactants are: Cl[C:2]1[CH:7]=[C:6]([O:8][CH3:9])[N:5]=[CH:4][C:3]=1[C:10]1[N:11]([CH2:24][CH2:25][OH:26])[CH:12]=[C:13]([C:15]2[N:16]([CH:21]([CH3:23])[CH3:22])[N:17]=[C:18]([CH3:20])[N:19]=2)[N:14]=1.[H-].[Na+].O. (6) Given the product [NH2:12][C:11]1[C:2]([Cl:1])=[N:3][C:4]2[C:9]([C:10]=1[NH:15][CH2:16][C:17]1[CH:18]=[C:19]([CH:29]=[CH:30][CH:31]=1)[CH2:20][NH:21][C:22](=[O:28])[O:23][C:24]([CH3:26])([CH3:27])[CH3:25])=[CH:8][CH:7]=[CH:6][CH:5]=2, predict the reactants needed to synthesize it. The reactants are: [Cl:1][C:2]1[C:11]([N+:12]([O-])=O)=[C:10]([NH:15][CH2:16][C:17]2[CH:18]=[C:19]([CH:29]=[CH:30][CH:31]=2)[CH2:20][NH:21][C:22](=[O:28])[O:23][C:24]([CH3:27])([CH3:26])[CH3:25])[C:9]2[C:4](=[CH:5][CH:6]=[CH:7][CH:8]=2)[N:3]=1.